Dataset: Forward reaction prediction with 1.9M reactions from USPTO patents (1976-2016). Task: Predict the product of the given reaction. Given the reactants C([CH:3]([C:7](Cl)=[O:8])[C:4](Cl)=[O:5])C.[NH2:10][C:11]1[CH:16]=[CH:15][C:14]([C:17]([C:25]2[CH:30]=[CH:29][C:28]([Cl:31])=[CH:27][CH:26]=2)([OH:24])[C:18]2[N:22]([CH3:23])[CH:21]=[N:20][CH:19]=2)=[CH:13][C:12]=1[C:32]([C:34]1[CH:39]=[CH:38][CH:37]=[C:36]([Cl:40])[CH:35]=1)=O.N1[CH:46]=[CH:45]C=CC=1.[OH2:47], predict the reaction product. The product is: [Cl:40][C:36]1[CH:35]=[C:34]([C:32]2[C:12]3[C:11](=[CH:16][CH:15]=[C:14]([C:17]([C:25]4[CH:30]=[CH:29][C:28]([Cl:31])=[CH:27][CH:26]=4)([OH:24])[C:18]4[N:22]([CH3:23])[CH:21]=[N:20][CH:19]=4)[CH:13]=3)[NH:10][C:7](=[O:8])[C:3]=2[C:4]([O:5][CH2:45][CH3:46])=[O:47])[CH:39]=[CH:38][CH:37]=1.